From a dataset of Full USPTO retrosynthesis dataset with 1.9M reactions from patents (1976-2016). Predict the reactants needed to synthesize the given product. (1) Given the product [C:17]1([NH:27][C:4]([CH:6]2[C:14](=[O:15])[C:13]3[CH:12]=[N:11][CH:10]=[CH:9][C:8]=3[C:7]2=[O:16])=[O:5])[C:26]2[C:21](=[CH:22][CH:23]=[CH:24][CH:25]=2)[CH:20]=[CH:19][CH:18]=1, predict the reactants needed to synthesize it. The reactants are: C(O[C:4]([CH:6]1[C:14](=[O:15])[C:13]2[CH:12]=[N:11][CH:10]=[CH:9][C:8]=2[C:7]1=[O:16])=[O:5])C.[C:17]1([NH2:27])[C:26]2[C:21](=[CH:22][CH:23]=[CH:24][CH:25]=2)[CH:20]=[CH:19][CH:18]=1. (2) Given the product [Cl:14][C:12]1[CH:13]=[C:8]([NH:7][C:6]2[N:5]=[C:3]([NH2:4])[NH:2][N:1]=2)[CH:9]=[C:10]([Cl:16])[C:11]=1[CH3:15], predict the reactants needed to synthesize it. The reactants are: [NH2:1][NH2:2].[C:3](/[N:5]=[C:6](\SC)/[NH:7][C:8]1[CH:13]=[C:12]([Cl:14])[C:11]([CH3:15])=[C:10]([Cl:16])[CH:9]=1)#[N:4]. (3) Given the product [F:1][C:2]1[CH:14]=[C:13]([NH2:15])[CH:12]=[CH:11][C:3]=1[NH:4][CH2:5][CH2:6][CH2:7][CH2:8][CH2:9][CH3:10], predict the reactants needed to synthesize it. The reactants are: [F:1][C:2]1[CH:14]=[C:13]([N+:15]([O-])=O)[CH:12]=[CH:11][C:3]=1[NH:4][CH2:5][CH2:6][CH2:7][CH2:8][CH2:9][CH3:10]. (4) Given the product [Cl:2][C:3]1[CH:4]=[C:5]([CH:20]=[CH:21][C:22]=1[Cl:23])[CH2:6][NH:7][C:8]1[CH:9]=[CH:10][C:11]2[N:12]([C:14]([C:17]([N:54]3[CH2:59][CH2:58][O:57][CH2:56][CH2:55]3)=[O:19])=[CH:15][N:16]=2)[N:13]=1, predict the reactants needed to synthesize it. The reactants are: Cl.[Cl:2][C:3]1[CH:4]=[C:5]([CH:20]=[CH:21][C:22]=1[Cl:23])[CH2:6][NH:7][C:8]1[CH:9]=[CH:10][C:11]2[N:12]([C:14]([C:17]([OH:19])=O)=[CH:15][N:16]=2)[N:13]=1.O.ON1C2C=CC=CC=2N=N1.Cl.CN(C)CCCN=C=NCC.C(N(CC)CC)C.[NH:54]1[CH2:59][CH2:58][O:57][CH2:56][CH2:55]1.C(=O)([O-])[O-].[K+].[K+].